This data is from KCNQ2 potassium channel screen with 302,405 compounds. The task is: Binary Classification. Given a drug SMILES string, predict its activity (active/inactive) in a high-throughput screening assay against a specified biological target. (1) The molecule is S(=O)(=O)(Cc1ccc(cc1)C(=O)Nc1c(OC)cccc1)c1ccc(cc1)C. The result is 0 (inactive). (2) The drug is O1C2(C3(C(C4C(C(OC(=O)C)C3)C3(C(CC4)=CC(=O)C=C3)C)CC2OC1CCC)C)C(=O)COC(=O)C. The result is 0 (inactive). (3) The molecule is S(=O)(=O)(Nc1ncnc(OC)c1)c1ccc(NC(=O)CN2C(=O)c3c(C2=O)cccc3)cc1. The result is 0 (inactive). (4) The compound is O(c1c(cccc1OC)/C=N\NC(=O)C(=O)N\N=C\c1c(OC)c(OC)ccc1)C. The result is 0 (inactive). (5) The molecule is s1cc(CN2CCN(CC2)c2cc(OC)ccc2)cc1. The result is 0 (inactive).